From a dataset of Catalyst prediction with 721,799 reactions and 888 catalyst types from USPTO. Predict which catalyst facilitates the given reaction. (1) Reactant: [Cl:1][C:2]1[CH:3]=[C:4]([S:9]([N:12]2[C:21]3[C:16](=[CH:17][CH:18]=[CH:19][CH:20]=3)[NH:15][C:14](=[O:22])[C@H:13]2[CH2:23][C:24](OC)=[O:25])(=[O:11])=[O:10])[CH:5]=[CH:6][C:7]=1[Cl:8].Cl. Product: [Cl:1][C:2]1[CH:3]=[C:4]([S:9]([N:12]2[C:21]3[C:16](=[CH:17][CH:18]=[CH:19][CH:20]=3)[NH:15][C:14](=[O:22])[C@H:13]2[CH2:23][CH2:24][OH:25])(=[O:11])=[O:10])[CH:5]=[CH:6][C:7]=1[Cl:8]. The catalyst class is: 1. (2) Reactant: [CH:1]1[CH:2]=[CH:3][C:4]2[S:15][C:14]3[CH:13]=[CH:12][CH:11]=[CH:10][C:9]=3[N:8]=[C:7]([N:16]3[CH2:21][CH2:20][N:19]([CH2:22][CH2:23][O:24][CH2:25][CH2:26][OH:27])[CH2:18][CH2:17]3)[C:5]=2[CH:6]=1.C(/C(O)=O)=C\C(O)=O.C(OCC)(=O)C.N.[ClH:43]. Product: [CH:1]1[CH:2]=[CH:3][C:4]2[S:15][C:14]3[CH:13]=[CH:12][CH:11]=[CH:10][C:9]=3[N:8]=[C:7]([N:16]3[CH2:21][CH2:20][N:19]([CH2:22][CH2:23][O:24][CH2:25][CH2:26][OH:27])[CH2:18][CH2:17]3)[C:5]=2[CH:6]=1.[ClH:43]. The catalyst class is: 252. (3) Reactant: [C:1]1([OH:7])[CH:6]=[CH:5][CH:4]=[CH:3][CH:2]=1.C(=O)([O-])[O-].[Cs+].[Cs+].[CH2:14]([O:16][C:17]([C:19]1[S:23][C:22]([C:24]2[CH:29]=[CH:28][C:27]([C:30]([F:33])([F:32])[F:31])=[CH:26][CH:25]=2)=[N:21][C:20]=1[CH2:34]Br)=[O:18])[CH3:15].[Br-]. Product: [CH2:14]([O:16][C:17]([C:19]1[S:23][C:22]([C:24]2[CH:29]=[CH:28][C:27]([C:30]([F:32])([F:33])[F:31])=[CH:26][CH:25]=2)=[N:21][C:20]=1[CH2:34][O:7][C:1]1[CH:6]=[CH:5][CH:4]=[CH:3][CH:2]=1)=[O:18])[CH3:15]. The catalyst class is: 10. (4) Reactant: [Cl:1][C:2]1[N:7]=[C:6]([CH:8]=[O:9])[CH:5]=[CH:4][CH:3]=1.[CH2:10]([Mg]Br)[CH3:11].C(OCC)C. Product: [Cl:1][C:2]1[N:7]=[C:6]([CH:8]([OH:9])[CH2:10][CH3:11])[CH:5]=[CH:4][CH:3]=1. The catalyst class is: 1. (5) Reactant: [Br:1][C:2]1[CH:11]=[C:10]2[C:5]([CH:6]=[CH:7][NH:8][C:9]2=[O:12])=[CH:4][C:3]=1[F:13].[H-].[Na+].[CH3:16][O:17][C:18]1[CH:25]=[CH:24][C:21]([CH2:22]Cl)=[CH:20][CH:19]=1. Product: [Br:1][C:2]1[CH:11]=[C:10]2[C:5]([CH:6]=[CH:7][N:8]([CH2:22][C:21]3[CH:24]=[CH:25][C:18]([O:17][CH3:16])=[CH:19][CH:20]=3)[C:9]2=[O:12])=[CH:4][C:3]=1[F:13]. The catalyst class is: 44. (6) Reactant: [OH:1][C:2]1[CH:3]=[C:4]([CH:7]=[CH:8][CH:9]=1)[CH:5]=O.[NH:10]1[CH2:15][CH2:14][O:13][CH2:12][CH2:11]1.[BH4-].[Na+]. Product: [O:13]1[CH2:14][CH2:15][N:10]([CH2:5][C:4]2[CH:3]=[C:2]([OH:1])[CH:9]=[CH:8][CH:7]=2)[CH2:11][CH2:12]1. The catalyst class is: 5. (7) Product: [C:23]([C:20]1[CH:19]=[CH:18][C:17]([CH2:16][CH2:15][O:14][C:10]2[CH:9]=[C:8]([NH:7][S:32]([C:27]3[CH:28]=[CH:29][CH:30]=[CH:31][C:26]=3[Cl:25])(=[O:34])=[O:33])[CH:13]=[CH:12][CH:11]=2)=[CH:22][CH:21]=1)#[N:24]. The catalyst class is: 2. Reactant: N1C=CC=CC=1.[NH2:7][C:8]1[CH:13]=[CH:12][CH:11]=[C:10]([O:14][CH2:15][CH2:16][C:17]2[CH:22]=[CH:21][C:20]([C:23]#[N:24])=[CH:19][CH:18]=2)[CH:9]=1.[Cl:25][C:26]1[CH:31]=[CH:30][CH:29]=[CH:28][C:27]=1[S:32](Cl)(=[O:34])=[O:33]. (8) Reactant: [F:1][C:2]([F:20])([F:19])[C:3]([NH:5][CH2:6][C@@H:7]1[CH2:11][CH2:10][N:9](C(OC(C)(C)C)=O)[CH2:8]1)=[O:4].C(Cl)[Cl:22]. Product: [ClH:22].[F:20][C:2]([F:1])([F:19])[C:3]([NH:5][CH2:6][C@@H:7]1[CH2:11][CH2:10][NH:9][CH2:8]1)=[O:4]. The catalyst class is: 12.